The task is: Predict the product of the given reaction.. This data is from Forward reaction prediction with 1.9M reactions from USPTO patents (1976-2016). (1) The product is: [N+:1]([C:4]1[CH:5]=[CH:6][C:7]([CH:10]2[NH:11][CH2:12][CH2:13][N:14]([C:17]3[C:26]4[C:21](=[CH:22][C:23]([O:29][CH3:30])=[C:24]([O:27][CH3:28])[CH:25]=4)[N:20]=[CH:19][N:18]=3)[CH2:15]2)=[CH:8][CH:9]=1)([O-:3])=[O:2]. Given the reactants [N+:1]([C:4]1[CH:9]=[CH:8][C:7]([CH:10]2[CH2:15][NH:14][CH2:13][CH2:12][NH:11]2)=[CH:6][CH:5]=1)([O-:3])=[O:2].Cl[C:17]1[C:26]2[C:21](=[CH:22][C:23]([O:29][CH3:30])=[C:24]([O:27][CH3:28])[CH:25]=2)[N:20]=[CH:19][N:18]=1, predict the reaction product. (2) The product is: [CH2:11]([O:10][C:7]1[CH:6]=[CH:5][C:4]([CH2:3][OH:2])=[CH:9][CH:8]=1)[CH2:12][C:13]1[CH:14]=[CH:15][CH:16]=[CH:17][CH:18]=1. Given the reactants C[O:2][C:3](=O)[C:4]1[CH:9]=[CH:8][C:7]([O:10][CH2:11][CH2:12][C:13]2[CH:18]=[CH:17][CH:16]=[CH:15][CH:14]=2)=[CH:6][CH:5]=1.[H-].[H-].[H-].[H-].[Li+].[Al+3], predict the reaction product. (3) Given the reactants C(=O)([O-])[O-].[K+].[K+].Br[CH2:8][C:9]([O:11][CH2:12][C:13]1[CH:18]=[CH:17][CH:16]=[CH:15][CH:14]=1)=[O:10].[NH2:19][CH:20]1[CH2:25][CH2:24][N:23]([C:26]([O:28][C:29]([CH3:32])([CH3:31])[CH3:30])=[O:27])[CH2:22][CH2:21]1, predict the reaction product. The product is: [C:29]([O:28][C:26]([N:23]1[CH2:24][CH2:25][CH:20]([NH:19][CH2:8][C:9]([O:11][CH2:12][C:13]2[CH:18]=[CH:17][CH:16]=[CH:15][CH:14]=2)=[O:10])[CH2:21][CH2:22]1)=[O:27])([CH3:32])([CH3:30])[CH3:31]. (4) Given the reactants [Cl:1][C:2]1[N:10]([CH2:11][CH:12]=[CH2:13])[C:9]2[C:8](=[O:14])[N:7]([CH2:15][CH2:16][CH2:17][C:18]3ON=C(CC4C=CC(F)=CC=4F)N=3)[C:6](=[O:32])[NH:5][C:4]=2[N:3]=1.ClC1[N:42]([CH2:43][CH:44]=[CH2:45])[C:41]2[C:40](=O)N(CCCC(OCC)=O)[C:38](=[O:55])[NH:37][C:36]=2[N:35]=1, predict the reaction product. The product is: [Cl:1][C:2]1[N:10]([CH2:11][CH:12]=[CH2:13])[C:9]2[C:8](=[O:14])[N:7]([CH2:15][CH2:16][CH2:17][CH2:18][C:38]3[O:55][N:35]=[C:36]([C:41]4[CH:40]=[CH:45][CH:44]=[CH:43][N:42]=4)[N:37]=3)[C:6](=[O:32])[NH:5][C:4]=2[N:3]=1.